This data is from Forward reaction prediction with 1.9M reactions from USPTO patents (1976-2016). The task is: Predict the product of the given reaction. (1) Given the reactants [C:1]1([C:7]2[N:8]=[C:9]([C:16]([NH2:18])=[O:17])[C:10]3[NH:15][CH:14]=[CH:13][C:11]=3[N:12]=2)[CH:6]=[CH:5][CH:4]=[CH:3][CH:2]=1.[CH2:19]([N:26]1[CH2:31][CH2:30][CH2:29][CH2:28][C:27]1=O)[C:20]1[CH:25]=[CH:24][CH:23]=[CH:22][CH:21]=1.C[O-].[Na+], predict the reaction product. The product is: [C:1]1([C:7]2[N:8]=[C:9]([C:16]([NH2:18])=[O:17])[C:10]3[NH:15][CH:14]=[C:13]([C:29]4[CH2:30][CH2:31][N:26]([CH2:19][C:20]5[CH:25]=[CH:24][CH:23]=[CH:22][CH:21]=5)[CH2:27][CH:28]=4)[C:11]=3[N:12]=2)[CH:2]=[CH:3][CH:4]=[CH:5][CH:6]=1. (2) Given the reactants C(O)(=O)C.[N+:5](/[CH:8]=[CH:9]/[C:10]1[CH:15]=[CH:14][C:13]([NH:16][C:17]2[CH:22]=[CH:21][CH:20]=[CH:19][CH:18]=2)=[CH:12][CH:11]=1)([O-:7])=[O:6].[BH4-].[Na+], predict the reaction product. The product is: [N+:5]([CH2:8][CH2:9][C:10]1[CH:15]=[CH:14][C:13]([NH:16][C:17]2[CH:22]=[CH:21][CH:20]=[CH:19][CH:18]=2)=[CH:12][CH:11]=1)([O-:7])=[O:6]. (3) Given the reactants CO[C:3]1[CH:4]=[CH:5][C:6]2[CH:12]=[CH:11][N:10]([CH3:13])[C:9](=[O:14])[CH2:8][C:7]=2[CH:15]=1.[C:16](OCC)(=[O:18])C, predict the reaction product. The product is: [CH3:16][O:18][CH:8]1[C:7]2[CH:15]=[CH:3][CH:4]=[CH:5][C:6]=2[CH2:12][CH2:11][N:10]([CH3:13])[C:9]1=[O:14]. (4) Given the reactants [CH3:1][O:2][C:3]1[CH:15]=[CH:14][C:6]([CH2:7][NH:8][C:9]2[S:10][CH:11]=[CH:12][N:13]=2)=[CH:5][CH:4]=1.[Li+].C[Si]([N-][Si](C)(C)C)(C)C.[F:26][C:27]1[CH:28]=[C:29]([S:36](Cl)(=[O:38])=[O:37])[CH:30]=[CH:31][C:32]=1[N+:33]([O-:35])=[O:34], predict the reaction product. The product is: [F:26][C:27]1[CH:28]=[C:29]([S:36]([N:8]([CH2:7][C:6]2[CH:5]=[CH:4][C:3]([O:2][CH3:1])=[CH:15][CH:14]=2)[C:9]2[S:10][CH:11]=[CH:12][N:13]=2)(=[O:37])=[O:38])[CH:30]=[CH:31][C:32]=1[N+:33]([O-:35])=[O:34].